From a dataset of Reaction yield outcomes from USPTO patents with 853,638 reactions. Predict the reaction yield, written as a fraction of the theoretical maximum amount of product (1.0 means a 100% yield; for example, 0.34 means a 34% yield). (1) The reactants are [O:1]=[C:2]1[CH2:13][CH2:12][CH:11]=[CH:10][CH2:9][C@@H:8]([CH2:14][C:15]([O:17]C(C)(C)C)=O)[C:7](=[O:22])[N:6]2[CH2:23][CH2:24][CH2:25][C@H:5]2[CH2:4][NH:3]1.FC(F)(F)C(O)=O.O=C1CCC=CC[C@@H](CC(O)=O)C(=O)N2CCC[C@H]2CN1.[Cl:54][C:55]1[CH:60]=[CH:59][C:58]([CH2:61][NH2:62])=[CH:57][CH:56]=1. The catalyst is C(Cl)Cl.CO.C(Cl)Cl. The product is [Cl:54][C:55]1[CH:60]=[CH:59][C:58]([CH2:61][NH:62][C:15](=[O:17])[CH2:14][C@H:8]2[C:7](=[O:22])[N:6]3[CH2:23][CH2:24][CH2:25][C@H:5]3[CH2:4][NH:3][C:2](=[O:1])[CH2:13][CH2:12][CH:11]=[CH:10][CH2:9]2)=[CH:57][CH:56]=1. The yield is 0.520. (2) The reactants are [NH2:1][C:2]1[CH:7]=[C:6]([Cl:8])[CH:5]=[CH:4][C:3]=1[SH:9].Cl[CH2:11][C:12]1[N:13]=[CH:14][N:15]([CH2:17][CH2:18][CH3:19])[CH:16]=1.C([O-])([O-])=O.[K+].[K+]. The catalyst is CN(C=O)C. The product is [Cl:8][C:6]1[CH:5]=[CH:4][C:3]([S:9][CH2:11][C:12]2[N:13]=[CH:14][N:15]([CH2:17][CH2:18][CH3:19])[CH:16]=2)=[C:2]([CH:7]=1)[NH2:1]. The yield is 0.670. (3) The reactants are [NH2:1][C:2]1[C:3]2[N:4]([C:28]([CH3:31])=[N:29][N:30]=2)[N:5]=[C:6]([N:8]2[CH:15]([C:16]3[CH:21]=[CH:20][C:19]([Cl:22])=[CH:18][CH:17]=3)[C:14]3[C:13]([CH3:23])=[N:12][N:11]([CH:24]4[CH2:26][CH2:25]4)[C:10]=3[C:9]2=[O:27])[CH:7]=1.[CH3:32][C:33](OC(C)=O)=[O:34]. The catalyst is N1C=CC=CC=1. The product is [Cl:22][C:19]1[CH:18]=[CH:17][C:16]([CH:15]2[C:14]3[C:13]([CH3:23])=[N:12][N:11]([CH:24]4[CH2:26][CH2:25]4)[C:10]=3[C:9](=[O:27])[N:8]2[C:6]2[CH:7]=[C:2]([NH:1][C:33](=[O:34])[CH3:32])[C:3]3[N:4]([C:28]([CH3:31])=[N:29][N:30]=3)[N:5]=2)=[CH:21][CH:20]=1. The yield is 0.620. (4) The yield is 0.460. The reactants are [F:1][C:2]([F:41])([F:40])[C:3]1[CH:4]=[C:5]([CH:33]=[C:34]([C:36]([F:39])([F:38])[F:37])[CH:35]=1)[CH2:6][N:7]([CH2:14][C:15]1[C:16]([NH:25][CH2:26][CH:27]2[CH2:32][CH2:31][CH2:30][CH2:29][CH2:28]2)=[N:17][CH:18]=[C:19]([C:21]([F:24])([F:23])[F:22])[CH:20]=1)[C:8]1[N:9]=[N:10][N:11]([CH3:13])[N:12]=1.[H-].[Na+].[CH2:44](I)[CH3:45].[Cl-].[NH4+]. The catalyst is CN(C=O)C. The product is [F:41][C:2]([F:40])([F:1])[C:3]1[CH:4]=[C:5]([CH:33]=[C:34]([C:36]([F:39])([F:38])[F:37])[CH:35]=1)[CH2:6][N:7]([CH2:14][C:15]1[C:16]([N:25]([CH2:26][CH:27]2[CH2:32][CH2:31][CH2:30][CH2:29][CH2:28]2)[CH2:44][CH3:45])=[N:17][CH:18]=[C:19]([C:21]([F:22])([F:23])[F:24])[CH:20]=1)[C:8]1[N:9]=[N:10][N:11]([CH3:13])[N:12]=1. (5) The reactants are [Cl:1][C:2]1[CH:10]=[CH:9][C:8]([N:11]2[CH2:16][CH2:15][N:14]([CH2:17][CH2:18][N:19]([CH3:21])[CH3:20])[CH2:13][CH2:12]2)=[CH:7][C:3]=1[C:4]([OH:6])=O.Cl.CN(C)CCCN=C=NCC.O.O[N:36]1[C:40]2[CH:41]=[CH:42][CH:43]=[CH:44][C:39]=2[N:38]=N1.C1(N)C=CC=CC=1N. The catalyst is CN(C=O)C.CN(C)C1C=CN=CC=1. The product is [NH2:36][C:40]1[CH:41]=[CH:42][CH:43]=[CH:44][C:39]=1[NH:38][C:4](=[O:6])[C:3]1[CH:7]=[C:8]([N:11]2[CH2:16][CH2:15][N:14]([CH2:17][CH2:18][N:19]([CH3:21])[CH3:20])[CH2:13][CH2:12]2)[CH:9]=[CH:10][C:2]=1[Cl:1]. The yield is 0.350. (6) The reactants are [NH2:1][C:2]1[N:7]=[CH:6][N:5]=[C:4]2[N:8]([CH:12]([C:14]3[C:15]([O:33][CH3:34])=[C:16]([CH:22]4[CH2:25][N:24]([C:26]([O:28][C:29]([CH3:32])([CH3:31])[CH3:30])=[O:27])[CH2:23]4)[C:17]([CH3:21])=[C:18]([Cl:20])[CH:19]=3)[CH3:13])[N:9]=[C:10](Br)[C:3]=12.[CH3:35][C:36]1(C)C(C)(C)OB(C=C)O1.C(=O)([O-])[O-].[Na+].[Na+].O. The catalyst is CN(C)C=O.C1C=CC([P]([Pd]([P](C2C=CC=CC=2)(C2C=CC=CC=2)C2C=CC=CC=2)([P](C2C=CC=CC=2)(C2C=CC=CC=2)C2C=CC=CC=2)[P](C2C=CC=CC=2)(C2C=CC=CC=2)C2C=CC=CC=2)(C2C=CC=CC=2)C2C=CC=CC=2)=CC=1. The product is [NH2:1][C:2]1[N:7]=[CH:6][N:5]=[C:4]2[N:8]([CH:12]([C:14]3[C:15]([O:33][CH3:34])=[C:16]([CH:22]4[CH2:25][N:24]([C:26]([O:28][C:29]([CH3:32])([CH3:31])[CH3:30])=[O:27])[CH2:23]4)[C:17]([CH3:21])=[C:18]([Cl:20])[CH:19]=3)[CH3:13])[N:9]=[C:10]([CH:35]=[CH2:36])[C:3]=12. The yield is 0.750. (7) The reactants are C([Li])CCC.[CH3:6][O:7][CH2:8][O:9][C:10]1[CH:15]=[CH:14][CH:13]=[C:12]([O:16][CH2:17][O:18][CH3:19])[CH:11]=1.[I:20]I. The catalyst is C1COCC1. The product is [I:20][C:11]1[C:12]([O:16][CH2:17][O:18][CH3:19])=[CH:13][CH:14]=[CH:15][C:10]=1[O:9][CH2:8][O:7][CH3:6]. The yield is 0.790. (8) The reactants are [C-:1]#[N:2].[Na+].CS(C)=O.Br[CH2:9][CH2:10][CH2:11][CH2:12][C:13]([O:15][CH3:16])=[O:14]. The catalyst is O. The product is [C:1]([CH2:9][CH2:10][CH2:11][CH2:12][C:13]([O:15][CH3:16])=[O:14])#[N:2]. The yield is 0.990. (9) The reactants are [C:1]([N:8]1[C@@H:12]([C:13]2[CH:18]=[CH:17][CH:16]=[CH:15][CH:14]=2)[CH2:11][O:10][C:9]1=[O:19])(=[O:7])[CH2:2][CH2:3][CH2:4][C:5]#[CH:6].[Cl-].[Mg+2].[Cl-].C(N(CC)CC)C.[CH:30](=[O:37])[C:31]1[CH:36]=[CH:35][CH:34]=[CH:33][CH:32]=1.Cl[Si](C)(C)C. The catalyst is C(OCC)(=O)C. The product is [OH:37][C@H:30]([C:31]1[CH:36]=[CH:35][CH:34]=[CH:33][CH:32]=1)[C@@H:2]([CH2:3][CH2:4][C:5]#[CH:6])[C:1]([N:8]1[C@@H:12]([C:13]2[CH:14]=[CH:15][CH:16]=[CH:17][CH:18]=2)[CH2:11][O:10][C:9]1=[O:19])=[O:7]. The yield is 0.812. (10) The reactants are [Cl:1][C:2]1[CH:3]=[CH:4][C:5]2[O:9][C:8]([CH:10](Cl)[CH:11]3[CH2:16][CH2:15][CH2:14][CH2:13][CH2:12]3)=[C:7]([CH3:18])[C:6]=2[CH:19]=1.[NH2:20][C:21]1[CH:26]=[CH:25][C:24]([C:27]([NH:29][CH2:30][CH2:31][C:32]([O:34]CC)=[O:33])=[O:28])=[CH:23][CH:22]=1.[I-].[Na+].C(=O)([O-])[O-].[Na+].[Na+].Cl. The catalyst is C(O)C.O1CCCC1.CN(C)C=O. The product is [Cl:1][C:2]1[CH:3]=[CH:4][C:5]2[O:9][C:8]([CH:10]([NH:20][C:21]3[CH:22]=[CH:23][C:24]([C:27]([NH:29][CH2:30][CH2:31][C:32]([OH:34])=[O:33])=[O:28])=[CH:25][CH:26]=3)[CH:11]3[CH2:16][CH2:15][CH2:14][CH2:13][CH2:12]3)=[C:7]([CH3:18])[C:6]=2[CH:19]=1. The yield is 0.310.